Dataset: Reaction yield outcomes from USPTO patents with 853,638 reactions. Task: Predict the reaction yield, written as a fraction of the theoretical maximum amount of product (1.0 means a 100% yield; for example, 0.34 means a 34% yield). (1) The reactants are [F:1][C:2]1[CH:7]=[C:6]([S:8][C:9]#N)[CH:5]=[CH:4][C:3]=1[NH2:11].CI. The catalyst is O.C(O)C.C(OC(=O)C)C. The product is [F:1][C:2]1[CH:7]=[C:6]([S:8][CH3:9])[CH:5]=[CH:4][C:3]=1[NH2:11]. The yield is 0.890. (2) The reactants are [Se-2:1].[Na+].[Na+].Cl[C:5]1[CH:12]=[CH:11][CH:10]=[CH:9][C:6]=1[C:7]#[N:8].Cl[CH2:14][C:15]#[N:16].C[O-].[Na+]. The catalyst is CN(C=O)C.CO.O. The product is [NH2:8][C:7]1[C:6]2[CH:9]=[CH:10][CH:11]=[CH:12][C:5]=2[Se:1][C:14]=1[C:15]#[N:16]. The yield is 0.590.